From a dataset of Catalyst prediction with 721,799 reactions and 888 catalyst types from USPTO. Predict which catalyst facilitates the given reaction. (1) The catalyst class is: 209. Product: [Cl:18][C:19]1[CH:24]=[CH:23][C:22]2[N:5]([C:3]([C:2]([F:17])([F:1])[C:7]3[CH:8]=[C:9]4[C:14](=[CH:15][CH:16]=3)[N:13]=[CH:12][CH:11]=[CH:10]4)=[N:20][N:21]=2)[N:6]=1. Reactant: [F:1][C:2]([F:17])([C:7]1[CH:8]=[C:9]2[C:14](=[CH:15][CH:16]=1)[N:13]=[CH:12][CH:11]=[CH:10]2)[C:3]([NH:5][NH2:6])=O.[Cl:18][C:19]1[N:20]=[N:21][C:22](Cl)=[CH:23][CH:24]=1. (2) Reactant: [CH3:1][O:2][CH:3]([O:13][CH3:14])[C:4]1[CH:11]=[CH:10][C:7]([CH:8]=[O:9])=[CH:6][C:5]=1[F:12].[CH2:15]([Mg]Br)[CH3:16]. Product: [CH3:1][O:2][CH:3]([O:13][CH3:14])[C:4]1[CH:11]=[CH:10][C:7]([CH:8]([OH:9])[CH2:15][CH3:16])=[CH:6][C:5]=1[F:12]. The catalyst class is: 316. (3) Reactant: [Cl:1][C:2]1[N:7]=[C:6](Cl)[CH:5]=[C:4]([CH3:9])[N:3]=1.C(N(CC)CC)C.[CH2:17]([O:24][C:25]([N:27]1[CH2:32][CH2:31][CH:30]([CH2:33][NH2:34])[CH2:29][CH2:28]1)=[O:26])[C:18]1[CH:23]=[CH:22][CH:21]=[CH:20][CH:19]=1. Product: [CH2:17]([O:24][C:25]([N:27]1[CH2:32][CH2:31][CH:30]([CH2:33][NH:34][C:6]2[CH:5]=[C:4]([CH3:9])[N:3]=[C:2]([Cl:1])[N:7]=2)[CH2:29][CH2:28]1)=[O:26])[C:18]1[CH:23]=[CH:22][CH:21]=[CH:20][CH:19]=1. The catalyst class is: 39. (4) Reactant: Br[C:2]1[CH:7]=[C:6]([CH:8]2[CH2:12][CH2:11][CH2:10][CH2:9]2)[C:5]([O:13]C(OC)=O)=[CH:4][C:3]=1[NH:18][C:19]([CH:21]1[O:26][C:25]2[CH:27]=[CH:28][C:29]([C:31]#[N:32])=[CH:30][C:24]=2[N:23]([C:33]([O:35][CH2:36][CH3:37])=[O:34])[CH2:22]1)=[O:20].CC1(C)C(C)(C)OB([C:46]2[CH2:47][CH2:48][N:49]([C:52]([O:54][C:55]([CH3:58])([CH3:57])[CH3:56])=[O:53])[CH2:50][CH:51]=2)O1.C([O-])([O-])=O.[Cs+].[Cs+]. Product: [C:55]([O:54][C:52]([N:49]1[CH2:48][CH:47]=[C:46]([C:2]2[CH:7]=[C:6]([CH:8]3[CH2:12][CH2:11][CH2:10][CH2:9]3)[C:5]([OH:13])=[CH:4][C:3]=2[NH:18][C:19]([CH:21]2[O:26][C:25]3[CH:27]=[CH:28][C:29]([C:31]#[N:32])=[CH:30][C:24]=3[N:23]([C:33]([O:35][CH2:36][CH3:37])=[O:34])[CH2:22]2)=[O:20])[CH2:51][CH2:50]1)=[O:53])([CH3:58])([CH3:56])[CH3:57]. The catalyst class is: 128. (5) Reactant: C(OC[N:9]1[C:13]2[N:14]=[N:15][CH:16]=[C:17]([C:18]3[CH:19]=[N:20][N:21]([CH:23]4[CH2:27][CH2:26][CH2:25][CH:24]4[C:28]#[N:29])[CH:22]=3)[C:12]=2[CH:11]=[CH:10]1)(=O)C(C)(C)C.[OH-].[Na+]. Product: [N:14]1[C:13]2[NH:9][CH:10]=[CH:11][C:12]=2[C:17]([C:18]2[CH:19]=[N:20][N:21]([CH:23]3[CH2:27][CH2:26][CH2:25][CH:24]3[C:28]#[N:29])[CH:22]=2)=[CH:16][N:15]=1. The catalyst class is: 5. (6) Reactant: [CH3:1][C:2]1([CH3:10])[CH2:7][CH2:6][CH2:5][C:4]([CH:8]=[O:9])=[CH:3]1.[CH:11]([Mg]Br)=[CH2:12]. Product: [CH3:1][C:2]1([CH3:10])[CH2:7][CH2:6][CH2:5][C:4]([CH:8]([OH:9])[CH:11]=[CH2:12])=[CH:3]1. The catalyst class is: 7.